This data is from Peptide-MHC class II binding affinity with 134,281 pairs from IEDB. The task is: Regression. Given a peptide amino acid sequence and an MHC pseudo amino acid sequence, predict their binding affinity value. This is MHC class II binding data. The peptide sequence is KIFGSLAFLPESFDGDPA. The MHC is HLA-DQA10102-DQB10602 with pseudo-sequence HLA-DQA10102-DQB10602. The binding affinity (normalized) is 0.648.